Predict the product of the given reaction. From a dataset of Forward reaction prediction with 1.9M reactions from USPTO patents (1976-2016). (1) Given the reactants [CH2:1]([O:8][C:9]([NH:11][C@H:12]([C:25]1[NH:26][C:27](I)=[C:28](I)[N:29]=1)[CH2:13][CH2:14][CH2:15][CH2:16][CH2:17][C:18]([O:20][C:21]([CH3:24])([CH3:23])[CH3:22])=[O:19])=[O:10])[C:2]1[CH:7]=[CH:6][CH:5]=[CH:4][CH:3]=1.[CH3:32][O:33][C:34]1[CH:35]=[C:36]2[C:41](=[CH:42][CH:43]=1)[CH:40]=[C:39](B(O)O)[CH:38]=[CH:37]2.C([O-])([O-])=O.[K+].[K+].COCCOC.O, predict the reaction product. The product is: [CH2:1]([O:8][C:9]([NH:11][C@H:12]([C:25]1[NH:26][C:27]([C:39]2[CH:38]=[CH:37][C:36]3[C:41](=[CH:42][CH:43]=[C:34]([O:33][CH3:32])[CH:35]=3)[CH:40]=2)=[CH:28][N:29]=1)[CH2:13][CH2:14][CH2:15][CH2:16][CH2:17][C:18]([O:20][C:21]([CH3:24])([CH3:23])[CH3:22])=[O:19])=[O:10])[C:2]1[CH:7]=[CH:6][CH:5]=[CH:4][CH:3]=1. (2) Given the reactants [F:1][C:2]1[CH:3]=[C:4]([C:9]2[N:10]=[C:11]([C:14]([CH3:18])([CH3:17])[CH2:15][NH2:16])[S:12][CH:13]=2)[CH:5]=[C:6]([F:8])[CH:7]=1.[F:19][C:20]([F:36])([F:35])[C:21]1[O:25][N:24]=[C:23]([C:26]2[CH:27]=[C:28]([CH:32]=[CH:33][CH:34]=2)[C:29](O)=[O:30])[N:22]=1, predict the reaction product. The product is: [F:8][C:6]1[CH:5]=[C:4]([C:9]2[N:10]=[C:11]([C:14]([CH3:18])([CH3:17])[CH2:15][NH:16][C:29](=[O:30])[C:28]3[CH:32]=[CH:33][CH:34]=[C:26]([C:23]4[N:22]=[C:21]([C:20]([F:36])([F:35])[F:19])[O:25][N:24]=4)[CH:27]=3)[S:12][CH:13]=2)[CH:3]=[C:2]([F:1])[CH:7]=1.